Dataset: Catalyst prediction with 721,799 reactions and 888 catalyst types from USPTO. Task: Predict which catalyst facilitates the given reaction. (1) Reactant: [C:1]([NH:4][CH2:5][CH2:6][CH2:7][C:8]([C@@H:25]1[CH2:30][CH2:29][CH2:28][N:27](C(OC(C)(C)C)=O)[CH2:26]1)([C:10]1[CH:15]=[CH:14][CH:13]=[C:12]([Cl:16])[C:11]=1[C:17]1[CH:22]=[CH:21][CH:20]=[C:19]([CH2:23][CH3:24])[CH:18]=1)[OH:9])(=[O:3])[CH3:2].Cl. Product: [Cl:16][C:12]1[C:11]([C:17]2[CH:22]=[CH:21][CH:20]=[C:19]([CH2:23][CH3:24])[CH:18]=2)=[C:10]([C:8]([OH:9])([C@@H:25]2[CH2:30][CH2:29][CH2:28][NH:27][CH2:26]2)[CH2:7][CH2:6][CH2:5][NH:4][C:1](=[O:3])[CH3:2])[CH:15]=[CH:14][CH:13]=1. The catalyst class is: 23. (2) Reactant: [CH3:1][N:2]1[CH:7]=[CH:6][C:5]([O:8]N2C3=NC=CC=C3N=N2)=[N:4][C:3]1=[O:18].[C:19]([C:22]1[CH:27]=[CH:26][C:25](B(O)O)=[CH:24][CH:23]=1)(=[O:21])[CH3:20].C([O-])([O-])=O.[Cs+].[Cs+]. Product: [C:19]([C:22]1[CH:27]=[CH:26][C:25]([O:8][C:5]2[CH:6]=[CH:7][N:2]([CH3:1])[C:3](=[O:18])[N:4]=2)=[CH:24][CH:23]=1)(=[O:21])[CH3:20]. The catalyst class is: 104.